This data is from Full USPTO retrosynthesis dataset with 1.9M reactions from patents (1976-2016). The task is: Predict the reactants needed to synthesize the given product. (1) Given the product [Si:1]([O:8][CH2:9][C@@H:10]1[C:11]([CH3:21])=[CH:12][C@@H:13]2[CH2:14][N:15]1[C:31](=[O:32])[N:16]2[O:17][CH2:18][CH:19]=[CH2:20])([C:4]([CH3:7])([CH3:6])[CH3:5])([CH3:2])[CH3:3], predict the reactants needed to synthesize it. The reactants are: [Si:1]([O:8][CH2:9][C@H:10]1[NH:15][CH2:14][C@H:13]([NH:16][O:17][CH2:18][CH:19]=[CH2:20])[CH:12]=[C:11]1[CH3:21])([C:4]([CH3:7])([CH3:6])[CH3:5])([CH3:3])[CH3:2].C(N(CC)C(C)C)(C)C.[C:31](OC(Cl)(Cl)Cl)(OC(Cl)(Cl)Cl)=[O:32]. (2) Given the product [S:18]1[CH2:17][CH2:16][C@@H:20]([CH2:21][CH2:22][CH2:23][CH2:24][C:25]([O:27][CH2:31][CH2:30][N:29]([CH3:33])[CH3:28])=[O:26])[S:19]1, predict the reactants needed to synthesize it. The reactants are: C1CCC(N=C=NC2CCCCC2)CC1.[CH2:16]1[C@@H:20]([CH2:21][CH2:22][CH2:23][CH2:24][C:25]([OH:27])=[O:26])[S:19][S:18][CH2:17]1.[CH3:28][N:29]([CH3:33])[CH2:30][CH2:31]O. (3) Given the product [CH3:1][N:2]1[CH2:7][CH2:6][N:5]([CH2:8][C:9]2[CH:14]=[CH:13][C:12]([NH2:15])=[CH:11][C:10]=2[C:18]([F:21])([F:19])[F:20])[CH2:4][CH2:3]1, predict the reactants needed to synthesize it. The reactants are: [CH3:1][N:2]1[CH2:7][CH2:6][N:5]([CH2:8][C:9]2[CH:14]=[CH:13][C:12]([N+:15]([O-])=O)=[CH:11][C:10]=2[C:18]([F:21])([F:20])[F:19])[CH2:4][CH2:3]1.